From a dataset of Full USPTO retrosynthesis dataset with 1.9M reactions from patents (1976-2016). Predict the reactants needed to synthesize the given product. Given the product [F:1][C:2]1[C:3]([NH:28][CH:29]([C:41]([CH3:44])([CH3:43])[CH3:42])[CH2:30][S@@:31]([CH2:33][C:34]([OH:36])=[O:35])=[O:32])=[N:4][C:5]([C:8]2[C:16]3[C:11](=[N:12][CH:13]=[C:14]([F:17])[CH:15]=3)[NH:10][CH:9]=2)=[N:6][CH:7]=1, predict the reactants needed to synthesize it. The reactants are: [F:1][C:2]1[C:3]([NH:28][CH:29]([C:41]([CH3:44])([CH3:43])[CH3:42])[CH2:30][S@@:31]([CH2:33][C:34]([O:36]C(C)(C)C)=[O:35])=[O:32])=[N:4][C:5]([C:8]2[C:16]3[C:11](=[N:12][CH:13]=[C:14]([F:17])[CH:15]=3)[N:10](S(C3C=CC(C)=CC=3)(=O)=O)[CH:9]=2)=[N:6][CH:7]=1.C[O-].[Na+].[NH4+].[Cl-].